Dataset: Catalyst prediction with 721,799 reactions and 888 catalyst types from USPTO. Task: Predict which catalyst facilitates the given reaction. (1) Reactant: [Cl:1][C:2]1[CH:3]=[CH:4][CH:5]=[C:6]2[C:11]=1[C:10]([CH:12]=[CH2:13])=[N:9][C:8]([C@@H:14]([NH:16][C:17]1[N:25]=[CH:24][N:23]=[C:22]3[C:18]=1[N:19]=[CH:20][N:21]3[CH2:26][C:27]1[CH:32]=[CH:31][C:30]([O:33][CH3:34])=[CH:29][CH:28]=1)[CH3:15])=[CH:7]2.[NH:35]1[CH2:40][CH2:39][O:38][CH2:37][CH2:36]1.C(N(CC)CC)C. Product: [Cl:1][C:2]1[CH:3]=[CH:4][CH:5]=[C:6]2[C:11]=1[C:10]([CH2:12][CH2:13][N:35]1[CH2:40][CH2:39][O:38][CH2:37][CH2:36]1)=[N:9][C:8]([C@@H:14]([NH:16][C:17]1[N:25]=[CH:24][N:23]=[C:22]3[C:18]=1[N:19]=[CH:20][N:21]3[CH2:26][C:27]1[CH:28]=[CH:29][C:30]([O:33][CH3:34])=[CH:31][CH:32]=1)[CH3:15])=[CH:7]2. The catalyst class is: 14. (2) Reactant: [H-].[Na+].[OH:3][C:4]1[CH:5]=[C:6]([CH:11]=[CH:12][C:13]=1[I:14])[C:7]([O:9][CH3:10])=[O:8].Cl[CH2:16][CH2:17][N:18]([CH3:20])[CH3:19]. Product: [CH3:19][N:18]([CH2:17][CH2:16][O:3][C:4]1[CH:5]=[C:6]([CH:11]=[CH:12][C:13]=1[I:14])[C:7]([O:9][CH3:10])=[O:8])[CH3:20]. The catalyst class is: 3. (3) Reactant: [Cl:1][C:2]1[CH:3]=[C:4]([C@H:9]([CH2:28][CH2:29][OH:30])[CH2:10][NH:11][C:12]([C:14]2[C:23]3[C:18](=[CH:19][CH:20]=[CH:21][CH:22]=3)[CH:17]=[C:16]([C:24]#[N:25])[C:15]=2[CH2:26][CH3:27])=[O:13])[CH:5]=[CH:6][C:7]=1[Cl:8].CC(C)=[O:33].OS(O)(=O)=O.O=[Cr](=O)=O.C(O)(C)C.O. Product: [Cl:1][C:2]1[CH:3]=[C:4]([C@H:9]([CH2:28][C:29]([OH:33])=[O:30])[CH2:10][NH:11][C:12]([C:14]2[C:23]3[C:18](=[CH:19][CH:20]=[CH:21][CH:22]=3)[CH:17]=[C:16]([C:24]#[N:25])[C:15]=2[CH2:26][CH3:27])=[O:13])[CH:5]=[CH:6][C:7]=1[Cl:8]. The catalyst class is: 21. (4) Reactant: Cl.[CH3:2][O:3][CH2:4][C:5](=[NH:9])[O:6][CH2:7][CH3:8].N1C=CC=CC=1.Cl[C:17]([O:19][CH2:20][CH3:21])=[O:18].CCOC(C)=O. Product: [CH2:20]([O:19][C:17]([N:9]=[C:5]([O:6][CH2:7][CH3:8])[CH2:4][O:3][CH3:2])=[O:18])[CH3:21]. The catalyst class is: 2. (5) Reactant: [CH3:1][N:2]([CH3:7])[CH2:3][CH2:4][NH:5][CH3:6].C(=O)([O-])[O-].[K+].[K+].[N+:14]([C:17]1[CH:22]=[CH:21][C:20](F)=[CH:19][CH:18]=1)([O-:16])=[O:15].CN(C)C=O. Product: [CH3:1][N:2]([CH3:7])[CH2:3][CH2:4][N:5]([CH3:6])[C:20]1[CH:21]=[CH:22][C:17]([N+:14]([O-:16])=[O:15])=[CH:18][CH:19]=1. The catalyst class is: 6. (6) Reactant: [CH2:1]([O:3][C:4](=[O:32])[C:5]([CH3:31])([CH3:30])[CH2:6][C:7]1[N:8]([CH2:22][C:23]2[CH:28]=[CH:27][C:26]([Br:29])=[CH:25][CH:24]=2)[C:9]2[C:14]([C:15]=1[S:16][C:17]([CH3:20])([CH3:19])[CH3:18])=[CH:13][C:12]([OH:21])=[CH:11][CH:10]=2)[CH3:2].Br[CH2:34][C:35]1[CH:44]=[CH:43][C:42]2[C:37](=[CH:38][CH:39]=[C:40]([F:45])[CH:41]=2)[N:36]=1.C([O-])([O-])=O.[Cs+].[Cs+]. Product: [CH2:1]([O:3][C:4](=[O:32])[C:5]([CH3:31])([CH3:30])[CH2:6][C:7]1[N:8]([CH2:22][C:23]2[CH:24]=[CH:25][C:26]([Br:29])=[CH:27][CH:28]=2)[C:9]2[C:14]([C:15]=1[S:16][C:17]([CH3:20])([CH3:19])[CH3:18])=[CH:13][C:12]([O:21][CH2:34][C:35]1[CH:44]=[CH:43][C:42]3[C:37](=[CH:38][CH:39]=[C:40]([F:45])[CH:41]=3)[N:36]=1)=[CH:11][CH:10]=2)[CH3:2]. The catalyst class is: 23. (7) Reactant: [CH3:1][C:2]1[N:3]=[C:4]2[C:9]([O:10][CH2:11][C:12]3[CH:17]=[CH:16][C:15]([O:18][CH3:19])=[CH:14][CH:13]=3)=[CH:8][C:7]([N:20]3[CH:25]=[CH:24][CH:23]=[CH:22][C:21]3=[O:26])=[CH:6][N:5]2[CH:27]=1.[Br:28]N1C(=O)CCC1=O. Product: [Br:28][C:27]1[N:5]2[CH:6]=[C:7]([N:20]3[CH:25]=[CH:24][CH:23]=[CH:22][C:21]3=[O:26])[CH:8]=[C:9]([O:10][CH2:11][C:12]3[CH:13]=[CH:14][C:15]([O:18][CH3:19])=[CH:16][CH:17]=3)[C:4]2=[N:3][C:2]=1[CH3:1]. The catalyst class is: 8. (8) Reactant: [CH:1]([C:3]1[CH:4]=[CH:5][C:6]2[NH:12][CH:11]([CH2:13][C:14]([O:16][CH3:17])=[O:15])[C:10](=[O:18])[N:9]([CH3:19])[CH2:8][C:7]=2[CH:20]=1)=O.C([O-])(=O)C.[Na+].Cl.Cl.[NH2:28][CH2:29][C:30]1[NH:31][C:32]2[CH:38]=[CH:37][CH:36]=[CH:35][C:33]=2[N:34]=1.C([BH3-])#N.[Na+]. Product: [N:31]1[C:32]2[CH:38]=[CH:37][CH:36]=[CH:35][C:33]=2[NH:34][C:30]=1[CH2:29][NH:28][CH2:1][C:3]1[CH:4]=[CH:5][C:6]2[NH:12][CH:11]([CH2:13][C:14]([O:16][CH3:17])=[O:15])[C:10](=[O:18])[N:9]([CH3:19])[CH2:8][C:7]=2[CH:20]=1. The catalyst class is: 5. (9) Product: [N:47]12[CH2:54][CH2:53][CH:50]([CH2:51][CH2:52]1)[C@@H:49]([NH:55][C:10]([C:8]1[CH:9]=[C:4]3[CH:3]=[CH:2][O:1][C:5]3=[CH:6][N:7]=1)=[O:12])[CH2:48]2. The catalyst class is: 22. Reactant: [O:1]1[C:5]2=[CH:6][N:7]=[C:8]([C:10]([OH:12])=O)[CH:9]=[C:4]2[CH:3]=[CH:2]1.CN(C(ON1N=NC2C1=CC=CC=2)=[N+](C)C)C.F[P-](F)(F)(F)(F)F.C(N(C(C)C)CC)(C)C.Cl.[N:47]12[CH2:54][CH2:53][CH:50]([CH2:51][CH2:52]1)[C@@H:49]([NH2:55])[CH2:48]2.